From a dataset of Catalyst prediction with 721,799 reactions and 888 catalyst types from USPTO. Predict which catalyst facilitates the given reaction. (1) Reactant: [CH2:1]([NH:3][C:4]1[C:9]([CH:10]=O)=[CH:8][N:7]=[C:6]([S:12][CH3:13])[N:5]=1)[CH3:2].C(O[C:17](=[O:29])[CH2:18][C:19]1[CH:24]=[C:23]([O:25][CH3:26])[CH:22]=[C:21]([O:27][CH3:28])[CH:20]=1)C.N12CCCN=C1CCCCC2.C(O)C. Product: [CH3:13][S:12][C:6]1[N:7]=[CH:8][C:9]2[CH:10]=[C:18]([C:19]3[CH:20]=[C:21]([O:27][CH3:28])[CH:22]=[C:23]([O:25][CH3:26])[CH:24]=3)[C:17](=[O:29])[N:3]([CH2:1][CH3:2])[C:4]=2[N:5]=1. The catalyst class is: 16. (2) Reactant: [CH2:1]([NH:3][C:4]([C:6]1[CH:10]=[C:9]([C:11]2[S:12][C:13]([C:16]3[CH:21]=[CH:20][CH:19]=[C:18]([S:22]([CH3:25])(=[O:24])=[O:23])[CH:17]=3)=[CH:14][CH:15]=2)[N:8]([C:26]2[CH:31]=[CH:30][CH:29]=[CH:28][C:27]=2[Cl:32])[N:7]=1)=O)[CH3:2].COC1C=CC(P2(SP(C3C=CC(OC)=CC=3)(=S)S2)=[S:42])=CC=1.C1(C)C=CC=CC=1.C1C=CC=CC=1. Product: [CH2:1]([NH:3][C:4]([C:6]1[CH:10]=[C:9]([C:11]2[S:12][C:13]([C:16]3[CH:21]=[CH:20][CH:19]=[C:18]([S:22]([CH3:25])(=[O:24])=[O:23])[CH:17]=3)=[CH:14][CH:15]=2)[N:8]([C:26]2[CH:31]=[CH:30][CH:29]=[CH:28][C:27]=2[Cl:32])[N:7]=1)=[S:42])[CH3:2]. The catalyst class is: 28. (3) Reactant: [CH2:1]([O:3][C:4]1[CH:17]=[CH:16][C:7](/[CH:8]=[C:9]2/[C:10](=[O:15])[NH:11][C:12](=[O:14])[S:13]/2)=[CH:6][CH:5]=1)[CH3:2].[C:18]([NH:37]CCO)(C1C=CC=CC=1)(C1C=CC=CC=1)[C:19]1C=CC=CC=1.C1(P(C2C=CC=CC=2)C2C=CC=CC=2)C=CC=CC=1.CC(OC(/N=N/C(OC(C)C)=O)=O)C. Product: [NH2:37][CH2:18][CH2:19][N:11]1[C:10](=[O:15])/[C:9](=[CH:8]/[C:7]2[CH:16]=[CH:17][C:4]([O:3][CH2:1][CH3:2])=[CH:5][CH:6]=2)/[S:13][C:12]1=[O:14]. The catalyst class is: 56. (4) Product: [C:1]([O:5][C:6]([N:8]1[C@@H:12]([CH2:13][CH2:14][O:15][CH2:20][C:21]2[CH:26]=[CH:25][CH:24]=[CH:23][CH:22]=2)[CH2:11][O:10][C:9]1([CH3:17])[CH3:16])=[O:7])([CH3:4])([CH3:3])[CH3:2]. The catalyst class is: 807. Reactant: [C:1]([O:5][C:6]([N:8]1[C@@H:12]([CH2:13][CH2:14][OH:15])[CH2:11][O:10][C:9]1([CH3:17])[CH3:16])=[O:7])([CH3:4])([CH3:3])[CH3:2].[H-].[Na+].[CH2:20](Br)[C:21]1[CH:26]=[CH:25][CH:24]=[CH:23][CH:22]=1. (5) Reactant: [CH3:1][O:2][C:3]1[CH:4]=[C:5]([NH2:15])[CH:6]=[CH:7][C:8]=1[C:9]#[C:10][Si](C)(C)C.C([O-])([O-])=O.[K+].[K+]. Product: [C:9]([C:8]1[CH:7]=[CH:6][C:5]([NH2:15])=[CH:4][C:3]=1[O:2][CH3:1])#[CH:10]. The catalyst class is: 5. (6) Reactant: Br[CH2:2][C:3]1[C:8]([CH3:9])=[CH:7][CH:6]=[CH:5][C:4]=1[N:10]1[C:14](=[O:15])[N:13]([CH3:16])[N:12]=[N:11]1.[CH3:17][C:18]1[CH:23]=[CH:22][C:21]([C:24]([CH3:26])=[O:25])=[CH:20][C:19]=1[OH:27].C(=O)([O-])[O-].[K+].[K+].C(#N)C. Product: [C:24]([C:21]1[CH:22]=[CH:23][C:18]([CH3:17])=[C:19]([CH:20]=1)[O:27][CH2:2][C:3]1[C:8]([CH3:9])=[CH:7][CH:6]=[CH:5][C:4]=1[N:10]1[C:14](=[O:15])[N:13]([CH3:16])[N:12]=[N:11]1)(=[O:25])[CH3:26]. The catalyst class is: 6.